This data is from Full USPTO retrosynthesis dataset with 1.9M reactions from patents (1976-2016). The task is: Predict the reactants needed to synthesize the given product. Given the product [CH:1]1([S:4]([NH:7][C:8]([C@@:10]23[CH2:12][C@H:11]2[CH:13]=[CH:31][CH2:30][CH2:29][CH:28]([CH3:33])[CH2:27][C@@H:26]([CH3:34])[C@H:25]([NH:35][C:36](=[O:42])[O:37][C:38]([CH3:40])([CH3:39])[CH3:41])[C:24](=[O:43])[N:19]2[CH2:20][C@H:21]([OH:23])[CH2:22][C@H:18]2[C:16](=[O:17])[NH:15]3)=[O:9])(=[O:5])=[O:6])[CH2:3][CH2:2]1, predict the reactants needed to synthesize it. The reactants are: [CH:1]1([S:4]([NH:7][C:8]([C@@:10]2([NH:15][C:16]([C@@H:18]3[CH2:22][C@@H:21]([OH:23])[CH2:20][N:19]3[C:24](=[O:43])[C@@H:25]([NH:35][C:36](=[O:42])[O:37][C:38]([CH3:41])([CH3:40])[CH3:39])[C@H:26]([CH3:34])[CH2:27][CH:28]([CH3:33])[CH2:29][CH2:30][CH:31]=C)=[O:17])[CH2:12][C@H:11]2[CH:13]=C)=[O:9])(=[O:6])=[O:5])[CH2:3][CH2:2]1.